This data is from hERG Central: cardiac toxicity at 1µM, 10µM, and general inhibition. The task is: Predict hERG channel inhibition at various concentrations. The compound is Cc1ccc2sc(N(CCCN(C)C)C(=O)c3ccc(Br)s3)nc2c1C.Cl. Results: hERG_inhib (hERG inhibition (general)): blocker.